This data is from Peptide-MHC class II binding affinity with 134,281 pairs from IEDB. The task is: Regression. Given a peptide amino acid sequence and an MHC pseudo amino acid sequence, predict their binding affinity value. This is MHC class II binding data. (1) The binding affinity (normalized) is 0.0411. The MHC is DRB1_0101 with pseudo-sequence DRB1_0101. The peptide sequence is QAGGKLCPNNLCCSQ. (2) The peptide sequence is LNYRPLLPKDRRMII. The MHC is DRB1_0404 with pseudo-sequence DRB1_0404. The binding affinity (normalized) is 0.204. (3) The peptide sequence is SIYGAKFADENFIKK. The MHC is DRB1_1101 with pseudo-sequence DRB1_1101. The binding affinity (normalized) is 0.183. (4) The binding affinity (normalized) is 0. The peptide sequence is AREKNPRLCTKEEFI. The MHC is HLA-DQA10201-DQB10301 with pseudo-sequence HLA-DQA10201-DQB10301.